Dataset: Forward reaction prediction with 1.9M reactions from USPTO patents (1976-2016). Task: Predict the product of the given reaction. (1) Given the reactants [CH2:1]([O:3][C:4]([CH:6]1[CH2:11][CH2:10][N:9]([C:12]2[C:21]3[C:16](=[CH:17][N:18]=[CH:19][CH:20]=3)[CH:15]=[C:14]([C:22]3[C:27](Br)=[CH:26][N:25]=[C:24]([NH:29][CH:30]4[CH2:35][CH2:34][CH2:33][CH2:32][CH2:31]4)[CH:23]=3)[N:13]=2)[CH2:8][CH2:7]1)=[O:5])[CH3:2].[CH:36]1(B(O)O)[CH2:38][CH2:37]1.[O-]P([O-])([O-])=O.[K+].[K+].[K+].C1(P(C2CCCCC2)C2CCCCC2)CCCCC1, predict the reaction product. The product is: [CH2:1]([O:3][C:4]([CH:6]1[CH2:11][CH2:10][N:9]([C:12]2[C:21]3[C:16](=[CH:17][N:18]=[CH:19][CH:20]=3)[CH:15]=[C:14]([C:22]3[C:27]([CH:36]4[CH2:38][CH2:37]4)=[CH:26][N:25]=[C:24]([NH:29][CH:30]4[CH2:35][CH2:34][CH2:33][CH2:32][CH2:31]4)[CH:23]=3)[N:13]=2)[CH2:8][CH2:7]1)=[O:5])[CH3:2]. (2) The product is: [F:22][C:9]1[CH:10]=[C:11]2[C:6](=[CH:7][CH:8]=1)[N:5]=[C:4]([CH:2]([N:28]1[C:24](=[O:34])[C:25]3[C:26](=[CH:30][CH:31]=[CH:32][CH:33]=3)[C:27]1=[O:29])[CH3:3])[C:13]([C:14]1[CH:19]=[CH:18][CH:17]=[CH:16][CH:15]=1)=[C:12]2[O:20][CH3:21]. Given the reactants Br[CH:2]([C:4]1[C:13]([C:14]2[CH:19]=[CH:18][CH:17]=[CH:16][CH:15]=2)=[C:12]([O:20][CH3:21])[C:11]2[C:6](=[CH:7][CH:8]=[C:9]([F:22])[CH:10]=2)[N:5]=1)[CH3:3].[K].[C:24]1(=[O:34])[NH:28][C:27](=[O:29])[C:26]2=[CH:30][CH:31]=[CH:32][CH:33]=[C:25]12, predict the reaction product.